Dataset: Blood-brain barrier permeability classification from the B3DB database. Task: Regression/Classification. Given a drug SMILES string, predict its absorption, distribution, metabolism, or excretion properties. Task type varies by dataset: regression for continuous measurements (e.g., permeability, clearance, half-life) or binary classification for categorical outcomes (e.g., BBB penetration, CYP inhibition). Dataset: b3db_classification. (1) The compound is CC[C@@H](CO)NCCN[C@@H](CC)CO. The result is 0 (does not penetrate BBB). (2) The drug is Cc1cc(=O)c(C(=O)N[C@@H](C(=O)NC2C(=O)N3C(C(=O)O)=C(CSc4nnnn4C)CS[C@H]23)c2ccc(O)cc2)c[nH]1. The result is 0 (does not penetrate BBB). (3) The result is 1 (penetrates BBB). The compound is OCCN1CCN(CCCN2c3ccccc3Sc3ccc(Cl)cc32)CC1. (4) The compound is N[C@@H](Cc1ccc(B(O)O)cc1)C(=O)O. The result is 1 (penetrates BBB). (5) The compound is CO[C@@]1(NC(=O)CSCC#N)C(=O)N2C(C(=O)O)=C(CSc3nnnn3C)CS[C@@H]21. The result is 0 (does not penetrate BBB). (6) The molecule is Nc1c2c(nc3ccccc13)CCCC2. The result is 1 (penetrates BBB). (7) The molecule is Oc1c(Cl)cc(Cl)cc1Sc1cc(Cl)cc(Cl)c1O. The result is 0 (does not penetrate BBB). (8) The drug is CC(C)NCC(O)c1ccc(O)c(O)c1. The result is 0 (does not penetrate BBB). (9) The molecule is COc1ccc([C@H](O)CN2CCN(C(c3ccccc3)c3ccccc3)CC2)cc1OC. The result is 1 (penetrates BBB). (10) The compound is COC(=O)C1C(OC(=O)c2ccccc2)CC2CCC1N2C. The result is 1 (penetrates BBB).